Dataset: NCI-60 drug combinations with 297,098 pairs across 59 cell lines. Task: Regression. Given two drug SMILES strings and cell line genomic features, predict the synergy score measuring deviation from expected non-interaction effect. (1) Drug 1: CC1CCC2CC(C(=CC=CC=CC(CC(C(=O)C(C(C(=CC(C(=O)CC(OC(=O)C3CCCCN3C(=O)C(=O)C1(O2)O)C(C)CC4CCC(C(C4)OC)OCCO)C)C)O)OC)C)C)C)OC. Drug 2: CNC(=O)C1=NC=CC(=C1)OC2=CC=C(C=C2)NC(=O)NC3=CC(=C(C=C3)Cl)C(F)(F)F. Cell line: HOP-92. Synergy scores: CSS=0.130, Synergy_ZIP=4.88, Synergy_Bliss=-2.58, Synergy_Loewe=-9.30, Synergy_HSA=-4.05. (2) Drug 1: CC1OCC2C(O1)C(C(C(O2)OC3C4COC(=O)C4C(C5=CC6=C(C=C35)OCO6)C7=CC(=C(C(=C7)OC)O)OC)O)O. Drug 2: CC1=C2C(C(=O)C3(C(CC4C(C3C(C(C2(C)C)(CC1OC(=O)C(C(C5=CC=CC=C5)NC(=O)OC(C)(C)C)O)O)OC(=O)C6=CC=CC=C6)(CO4)OC(=O)C)O)C)O. Cell line: 786-0. Synergy scores: CSS=41.2, Synergy_ZIP=-11.4, Synergy_Bliss=-8.49, Synergy_Loewe=-20.5, Synergy_HSA=-4.40. (3) Drug 1: CCC1=CC2CC(C3=C(CN(C2)C1)C4=CC=CC=C4N3)(C5=C(C=C6C(=C5)C78CCN9C7C(C=CC9)(C(C(C8N6C)(C(=O)OC)O)OC(=O)C)CC)OC)C(=O)OC.C(C(C(=O)O)O)(C(=O)O)O. Drug 2: C(=O)(N)NO. Cell line: SNB-75. Synergy scores: CSS=36.8, Synergy_ZIP=3.11, Synergy_Bliss=3.00, Synergy_Loewe=-31.6, Synergy_HSA=4.07. (4) Drug 1: CCC1=CC2CC(C3=C(CN(C2)C1)C4=CC=CC=C4N3)(C5=C(C=C6C(=C5)C78CCN9C7C(C=CC9)(C(C(C8N6C)(C(=O)OC)O)OC(=O)C)CC)OC)C(=O)OC.C(C(C(=O)O)O)(C(=O)O)O. Drug 2: CC1=C(C=C(C=C1)NC(=O)C2=CC=C(C=C2)CN3CCN(CC3)C)NC4=NC=CC(=N4)C5=CN=CC=C5. Cell line: M14. Synergy scores: CSS=23.1, Synergy_ZIP=9.72, Synergy_Bliss=10.6, Synergy_Loewe=-29.8, Synergy_HSA=7.81.